From a dataset of Catalyst prediction with 721,799 reactions and 888 catalyst types from USPTO. Predict which catalyst facilitates the given reaction. (1) Reactant: [BH4-].[Na+].[Cl:3][CH2:4][C:5](=[O:16])[C@H:6]([NH:8][C:9](=[O:15])[O:10][C:11]([CH3:14])([CH3:13])[CH3:12])[CH3:7]. Product: [Cl:3][CH2:4][CH:5]([OH:16])[C@H:6]([NH:8][C:9](=[O:15])[O:10][C:11]([CH3:13])([CH3:12])[CH3:14])[CH3:7]. The catalyst class is: 130. (2) Reactant: [Cl:1][C:2]1[CH:7]=[CH:6][C:5]([C:8]2[S:9][CH:10]=[C:11]([CH:13]=[O:14])[N:12]=2)=[CH:4][CH:3]=1.C1C(=O)N([Br:22])C(=O)C1. Product: [Br:22][C:10]1[S:9][C:8]([C:5]2[CH:4]=[CH:3][C:2]([Cl:1])=[CH:7][CH:6]=2)=[N:12][C:11]=1[CH:13]=[O:14]. The catalyst class is: 23. (3) Reactant: [F:1][C:2]1[CH:12]=[CH:11][CH:10]=[C:9]([F:13])[C:3]=1[C:4]([N:6]=[C:7]=[O:8])=[O:5].[CH3:14][C:15]1[C:22]([CH3:23])=[C:21]([S:24][C:25]([F:31])([F:30])[C:26]([F:29])([F:28])[F:27])[CH:20]=[CH:19][C:16]=1[NH:17][CH3:18]. Product: [F:1][C:2]1[CH:12]=[CH:11][CH:10]=[C:9]([F:13])[C:3]=1[C:4]([NH:6][C:7](=[O:8])[N:17]([C:16]1[CH:19]=[CH:20][C:21]([S:24][C:25]([F:31])([F:30])[C:26]([F:27])([F:28])[F:29])=[C:22]([CH3:23])[C:15]=1[CH3:14])[CH3:18])=[O:5]. The catalyst class is: 282. (4) Reactant: [CH3:1][N:2]1CCC[CH2:3]1.[CH3:7][C:8]([CH3:41])([CH3:40])[CH2:9][CH2:10][NH:11][C:12](=[O:39])[NH:13][C:14]1[CH:15]=[C:16]([C:21]2[C:22]([CH3:38])=[N:23][C:24]3[C:29]([CH:30]=2)=[CH:28][N:27]=[C:26]([NH:31][C:32](=O)[O:33]C(C)=C)[CH:25]=3)[CH:17]=[CH:18][C:19]=1[F:20].Cl.CNC. Product: [CH3:7][C:8]([CH3:40])([CH3:41])[CH2:9][CH2:10][NH:11][C:12](=[O:39])[NH:13][C:14]1[CH:15]=[C:16]([C:21]2[C:22]([CH3:38])=[N:23][C:24]3[C:29]([CH:30]=2)=[CH:28][N:27]=[C:26]([NH:31][C:32](=[O:33])[N:2]([CH3:3])[CH3:1])[CH:25]=3)[CH:17]=[CH:18][C:19]=1[F:20]. The catalyst class is: 12. (5) Reactant: [C:1]([O:5][C:6]([N:8]1[CH2:16][C:15]2[C:14]([O:17][C:18]3[CH:19]=[C:20]4[C:24](=[CH:25][CH:26]=3)[NH:23][CH:22]=[CH:21]4)=[N:13][CH:12]=[N:11][C:10]=2[CH2:9]1)=[O:7])([CH3:4])([CH3:3])[CH3:2].[H-].[Na+].[N:29]([C:32]1[CH:37]=[CH:36][CH:35]=[C:34]([C:38]([F:41])([F:40])[F:39])[CH:33]=1)=[C:30]=[O:31].[NH4+].[Cl-]. Product: [C:1]([O:5][C:6]([N:8]1[CH2:16][C:15]2[C:14]([O:17][C:18]3[CH:19]=[C:20]4[C:24](=[CH:25][CH:26]=3)[N:23]([C:30](=[O:31])[NH:29][C:32]3[CH:37]=[CH:36][CH:35]=[C:34]([C:38]([F:39])([F:41])[F:40])[CH:33]=3)[CH:22]=[CH:21]4)=[N:13][CH:12]=[N:11][C:10]=2[CH2:9]1)=[O:7])([CH3:4])([CH3:2])[CH3:3]. The catalyst class is: 20. (6) Reactant: [C:1]1([C:7]23[CH2:14][CH2:13][C:10]([C:15]([OH:17])=O)([CH2:11][CH2:12]2)[CH2:9][CH2:8]3)[CH:6]=[CH:5][CH:4]=[CH:3][CH:2]=1.C(Cl)(=O)C([Cl:21])=O. Product: [C:1]1([C:7]23[CH2:14][CH2:13][C:10]([C:15]([Cl:21])=[O:17])([CH2:11][CH2:12]2)[CH2:9][CH2:8]3)[CH:6]=[CH:5][CH:4]=[CH:3][CH:2]=1. The catalyst class is: 59. (7) Reactant: [CH2:1]([NH:8][CH2:9][C:10]#[CH:11])[C:2]1[CH:7]=[CH:6][CH:5]=[CH:4][CH:3]=1.C(N(CC)CC)C.[C:19](Cl)(=[O:24])[C:20]([CH3:23])([CH3:22])[CH3:21]. Product: [CH2:1]([N:8]([CH2:9][C:10]#[CH:11])[C:19](=[O:24])[C:20]([CH3:23])([CH3:22])[CH3:21])[C:2]1[CH:7]=[CH:6][CH:5]=[CH:4][CH:3]=1. The catalyst class is: 2. (8) Reactant: [F:1][C:2]1([F:56])[C:6]2[N:7]([CH2:14][C:15]([NH:17][C@H:18]([C:28]3[C:33](C4C=CC=C5C=4N(C)N=C5NS(C)(=O)=O)=[CH:32][CH:31]=[C:30]([C:49]#[C:50][C:51]([OH:54])([CH3:53])[CH3:52])[N:29]=3)[CH2:19][C:20]3[CH:25]=[C:24]([F:26])[CH:23]=[C:22]([F:27])[CH:21]=3)=[O:16])[N:8]=[C:9]([C:10]([F:13])([F:12])[F:11])[C:5]=2[C@H:4]2[CH2:55][C@@H:3]12.CC1(C)C(C)(C)OB([C:65]2[C:73]3[O:72][N:71]=[C:70]([NH:74][S:75]([CH3:78])(=[O:77])=[O:76])[C:69]=3[CH:68]=[CH:67][CH:66]=2)O1.FC1(F)C2N(CC(O)=O)N=C(C(F)(F)F)C=2[C@H]2C[C@@H]12.FC(F)(F)C(O)=O. Product: [F:56][C:2]1([F:1])[C:6]2[N:7]([CH2:14][C:15]([NH:17][C@H:18]([C:28]3[C:33]([C:65]4[C:73]5[O:72][N:71]=[C:70]([NH:74][S:75]([CH3:78])(=[O:76])=[O:77])[C:69]=5[CH:68]=[CH:67][CH:66]=4)=[CH:32][CH:31]=[C:30]([C:49]#[C:50][C:51]([OH:54])([CH3:53])[CH3:52])[N:29]=3)[CH2:19][C:20]3[CH:21]=[C:22]([F:27])[CH:23]=[C:24]([F:26])[CH:25]=3)=[O:16])[N:8]=[C:9]([C:10]([F:11])([F:12])[F:13])[C:5]=2[C@H:4]2[CH2:55][C@@H:3]12. The catalyst class is: 192. (9) The catalyst class is: 9. Product: [Cl:7][C:8]1[N:13]=[C:12]2[N:14]([CH2:19][C:20]3[CH:25]=[CH:24][CH:23]=[C:22]([C:26]([F:27])([F:28])[F:29])[C:21]=3[CH3:30])[CH:15]=[N:16][C:11]2=[C:10]([Cl:17])[CH:9]=1. Reactant: C(=O)([O-])[O-].[K+].[K+].[Cl:7][C:8]1[N:13]=[C:12]2[N:14]=[CH:15][NH:16][C:11]2=[C:10]([Cl:17])[CH:9]=1.Br[CH2:19][C:20]1[CH:25]=[CH:24][CH:23]=[C:22]([C:26]([F:29])([F:28])[F:27])[C:21]=1[CH3:30].